This data is from NCI-60 drug combinations with 297,098 pairs across 59 cell lines. The task is: Regression. Given two drug SMILES strings and cell line genomic features, predict the synergy score measuring deviation from expected non-interaction effect. (1) Drug 1: C1=NC2=C(N=C(N=C2N1C3C(C(C(O3)CO)O)O)F)N. Drug 2: CC1CCC2CC(C(=CC=CC=CC(CC(C(=O)C(C(C(=CC(C(=O)CC(OC(=O)C3CCCCN3C(=O)C(=O)C1(O2)O)C(C)CC4CCC(C(C4)OC)OCCO)C)C)O)OC)C)C)C)OC. Cell line: BT-549. Synergy scores: CSS=-0.134, Synergy_ZIP=-0.337, Synergy_Bliss=-0.217, Synergy_Loewe=-4.50, Synergy_HSA=-2.93. (2) Drug 1: CC1C(C(=O)NC(C(=O)N2CCCC2C(=O)N(CC(=O)N(C(C(=O)O1)C(C)C)C)C)C(C)C)NC(=O)C3=C4C(=C(C=C3)C)OC5=C(C(=O)C(=C(C5=N4)C(=O)NC6C(OC(=O)C(N(C(=O)CN(C(=O)C7CCCN7C(=O)C(NC6=O)C(C)C)C)C)C(C)C)C)N)C. Drug 2: C1CN(P(=O)(OC1)NCCCl)CCCl. Cell line: IGROV1. Synergy scores: CSS=18.0, Synergy_ZIP=-6.55, Synergy_Bliss=-1.25, Synergy_Loewe=-88.2, Synergy_HSA=-1.60.